From a dataset of Full USPTO retrosynthesis dataset with 1.9M reactions from patents (1976-2016). Predict the reactants needed to synthesize the given product. (1) The reactants are: [Cl:1][C:2]1[CH:3]=[C:4]([CH:9]=[C:10]([N+:14]([O-:16])=[O:15])[C:11]=1[O:12]C)[C:5]([O:7]C)=[O:6].[OH-].[K+].Cl.O. Given the product [Cl:1][C:2]1[CH:3]=[C:4]([CH:9]=[C:10]([N+:14]([O-:16])=[O:15])[C:11]=1[OH:12])[C:5]([OH:7])=[O:6], predict the reactants needed to synthesize it. (2) The reactants are: [F:1][C:2]1[CH:21]=[CH:20][C:19]([N+:22]([O-])=O)=[CH:18][C:3]=1[C:4]([NH:6][CH2:7][C:8]([O:10]CC1C=CC=CC=1)=[O:9])=[O:5]. Given the product [NH2:22][C:19]1[CH:20]=[CH:21][C:2]([F:1])=[C:3]([CH:18]=1)[C:4]([NH:6][CH2:7][C:8]([OH:10])=[O:9])=[O:5], predict the reactants needed to synthesize it. (3) Given the product [CH3:29][N:2]([CH3:1])[CH2:3][CH2:4][CH2:5][O:6][C:7]1[CH:8]=[CH:9][C:10]([C:13]2[NH:22][C:16]3=[N:17][CH:18]=[C:19]([CH3:21])[CH:20]=[C:15]3[C:14]=2[CH:23]2[CH2:28][CH2:27][CH2:26][N:25]([S:31]([CH3:30])(=[O:33])=[O:32])[CH2:24]2)=[CH:11][CH:12]=1, predict the reactants needed to synthesize it. The reactants are: [CH3:1][N:2]([CH3:29])[CH2:3][CH2:4][CH2:5][O:6][C:7]1[CH:12]=[CH:11][C:10]([C:13]2[NH:22][C:16]3=[N:17][CH:18]=[C:19]([CH3:21])[CH:20]=[C:15]3[C:14]=2[CH:23]2[CH2:28][CH2:27][CH2:26][NH:25][CH2:24]2)=[CH:9][CH:8]=1.[CH3:30][S:31](Cl)(=[O:33])=[O:32].